This data is from Full USPTO retrosynthesis dataset with 1.9M reactions from patents (1976-2016). The task is: Predict the reactants needed to synthesize the given product. The reactants are: C(OC(=O)C[N:8]1[CH:12]=[CH:11][N:10]=[C:9]1[C:13]1[CH:18]=[CH:17][CH:16]=[C:15]([F:19])[N:14]=1)(C)(C)C.F[C:22](F)(F)[C:23]([OH:25])=[O:24]. Given the product [F:19][C:15]1([CH2:22][C:23]([OH:25])=[O:24])[CH:16]=[CH:17][CH:18]=[C:13]([C:9]2[NH:8][CH:12]=[CH:11][N:10]=2)[NH:14]1, predict the reactants needed to synthesize it.